Dataset: Full USPTO retrosynthesis dataset with 1.9M reactions from patents (1976-2016). Task: Predict the reactants needed to synthesize the given product. (1) Given the product [CH3:1][C:2]1[CH:3]=[C:4]([NH2:19])[C:5]([NH:6][CH2:7][CH2:8][CH2:9][C:10]2[CH:15]=[CH:14][CH:13]=[CH:12][CH:11]=2)=[CH:16][C:17]=1[CH3:18], predict the reactants needed to synthesize it. The reactants are: [CH3:1][C:2]1[C:17]([CH3:18])=[CH:16][C:5]([NH:6][CH2:7][CH2:8][CH2:9][C:10]2[CH:15]=[CH:14][CH:13]=[CH:12][CH:11]=2)=[C:4]([N+:19]([O-])=O)[CH:3]=1.[H][H]. (2) The reactants are: C[Si](C)(C)N[Si](C)(C)C.[Li]CCCC.[CH2:15]1[CH:19]2[CH2:20][C:21](=[O:22])[CH:17]([CH2:18]2)[CH2:16]1.[C:23](OCC)(=[O:29])[C:24]([O:26][CH2:27][CH3:28])=[O:25]. Given the product [O:29]=[C:23]([CH:20]1[C:21](=[O:22])[CH:17]2[CH2:18][CH:19]1[CH2:15][CH2:16]2)[C:24]([O:26][CH2:27][CH3:28])=[O:25], predict the reactants needed to synthesize it. (3) Given the product [CH2:1]([O:8][C:9]1[C:14](=[O:15])[CH:13]=[C:12]([CH:16]([F:18])[F:17])[O:11][C:10]=1[CH2:19][CH3:20])[C:2]1[CH:3]=[CH:4][CH:5]=[CH:6][CH:7]=1, predict the reactants needed to synthesize it. The reactants are: [CH2:1]([O:8][C:9]1[C:14](=[O:15])[CH:13]=[C:12]([CH:16]([F:18])[F:17])[O:11][C:10]=1[CH:19](O)[CH3:20])[C:2]1[CH:7]=[CH:6][CH:5]=[CH:4][CH:3]=1.O=S(Cl)Cl.CCOC(C)=O.Cl.